This data is from Forward reaction prediction with 1.9M reactions from USPTO patents (1976-2016). The task is: Predict the product of the given reaction. (1) Given the reactants [C:1]([C:5]1[CH:10]=[CH:9][C:8]([OH:11])=[C:7]([C:12]([F:15])([F:14])[F:13])[CH:6]=1)([CH3:4])([CH3:3])[CH3:2].[N+:16]([O-])([OH:18])=[O:17].OS(O)(=O)=O.O, predict the reaction product. The product is: [C:1]([C:5]1[CH:10]=[C:9]([N+:16]([O-:18])=[O:17])[C:8]([OH:11])=[C:7]([C:12]([F:13])([F:14])[F:15])[CH:6]=1)([CH3:4])([CH3:2])[CH3:3]. (2) Given the reactants [Br:1][C:2]1[C:10]2[C:5](=[CH:6][C:7]([N+:11]([O-:13])=[O:12])=[CH:8][CH:9]=2)[NH:4][N:3]=1.[Cl:14][C:15]1[CH:23]=[CH:22][CH:21]=[C:20]([C:24]([F:27])([F:26])[F:25])[C:16]=1[C:17](Cl)=[O:18].C(Cl)Cl, predict the reaction product. The product is: [Br:1][C:2]1[C:10]2[C:5](=[CH:6][C:7]([N+:11]([O-:13])=[O:12])=[CH:8][CH:9]=2)[N:4]([C:17]([C:16]2[C:20]([C:24]([F:25])([F:26])[F:27])=[CH:21][CH:22]=[CH:23][C:15]=2[Cl:14])=[O:18])[N:3]=1. (3) Given the reactants [CH3:1][O:2][CH2:3][O:4][C:5]1[CH:6]=[C:7]([CH2:11][OH:12])[CH:8]=[CH:9][CH:10]=1.[Br:13]N1C(=O)CCC1=O, predict the reaction product. The product is: [Br:13][C:8]1[CH:9]=[CH:10][C:5]([O:4][CH2:3][O:2][CH3:1])=[CH:6][C:7]=1[CH2:11][OH:12].